From a dataset of Forward reaction prediction with 1.9M reactions from USPTO patents (1976-2016). Predict the product of the given reaction. (1) Given the reactants [Cl:1][C:2]1[CH:7]=[C:6]([C:8]#[N:9])[C:5]([O:10][CH3:11])=[CH:4][C:3]=1[CH2:12][C:13](OC)=[O:14].[BH4-].[Li+], predict the reaction product. The product is: [Cl:1][C:2]1[CH:7]=[C:6]([C:8]#[N:9])[C:5]([O:10][CH3:11])=[CH:4][C:3]=1[CH2:12][CH2:13][OH:14]. (2) Given the reactants F[C:2]1[CH:7]=[CH:6][C:5]([S:8]([CH3:11])(=[O:10])=[O:9])=[CH:4][CH:3]=1.[OH-].[K+].[F:14][C:15]([F:25])([F:24])[O:16][C:17]1[CH:22]=[CH:21][C:20]([OH:23])=[CH:19][CH:18]=1.OP(O)(O)=O, predict the reaction product. The product is: [CH3:11][S:8]([C:5]1[CH:6]=[CH:7][C:2]([O:23][C:20]2[CH:21]=[CH:22][C:17]([O:16][C:15]([F:14])([F:24])[F:25])=[CH:18][CH:19]=2)=[CH:3][CH:4]=1)(=[O:10])=[O:9]. (3) Given the reactants [Cl:1][C:2]1[CH:24]=[CH:23][C:5]2[N:6]=[C:7]([NH:9][C:10]3[N:14]([CH3:15])[C:13]4[CH:16]=[CH:17][C:18]([C:20](O)=[O:21])=[CH:19][C:12]=4[N:11]=3)[S:8][C:4]=2[CH:3]=1.[C:25]([O:29][C:30]([N:32]1[CH2:36][CH2:35][C@H:34]([NH2:37])[CH2:33]1)=[O:31])([CH3:28])([CH3:27])[CH3:26].CN(C(ON1N=NC2C=CC=CC1=2)=[N+](C)C)C.F[P-](F)(F)(F)(F)F.CCN(C(C)C)C(C)C, predict the reaction product. The product is: [C:25]([O:29][C:30]([N:32]1[CH2:36][CH2:35][C@H:34]([NH:37][C:20]([C:18]2[CH:17]=[CH:16][C:13]3[N:14]([CH3:15])[C:10]([NH:9][C:7]4[S:8][C:4]5[CH:3]=[C:2]([Cl:1])[CH:24]=[CH:23][C:5]=5[N:6]=4)=[N:11][C:12]=3[CH:19]=2)=[O:21])[CH2:33]1)=[O:31])([CH3:28])([CH3:26])[CH3:27]. (4) Given the reactants [F:1][C:2]1[CH:3]=[CH:4][C:5]([O:33][CH3:34])=[C:6]([C:8]2[CH:13]=[CH:12][N:11]=[C:10]3[NH:14][C:15]([C:17]4[CH2:21][N:20](C(OC(C)(C)C)=O)[C@@H:19]([C:29]([O:31]C)=[O:30])[CH:18]=4)=[CH:16][C:9]=23)[CH:7]=1.[OH-].[Na+].P(=O)(O)(O)O.C(OCC)(=O)C, predict the reaction product. The product is: [F:1][C:2]1[CH:3]=[CH:4][C:5]([O:33][CH3:34])=[C:6]([C:8]2[CH:13]=[CH:12][N:11]=[C:10]3[NH:14][C:15]([C:17]4[CH2:21][NH:20][CH:19]([C:29]([OH:31])=[O:30])[CH:18]=4)=[CH:16][C:9]=23)[CH:7]=1. (5) Given the reactants [CH3:1][S:2][C:3]1[S:4][C:5]([C:13]2[CH:17]=[CH:16][NH:15][N:14]=2)=[C:6]2[CH2:11][CH2:10][CH2:9][C:8](=[O:12])[C:7]=12.[C:18](O[C:18]([O:20][C:21]([CH3:24])([CH3:23])[CH3:22])=[O:19])([O:20][C:21]([CH3:24])([CH3:23])[CH3:22])=[O:19].C(N(CC)CC)C, predict the reaction product. The product is: [CH3:1][S:2][C:3]1[S:4][C:5]([C:13]2[CH:17]=[CH:16][N:15]([C:18]([O:20][C:21]([CH3:24])([CH3:23])[CH3:22])=[O:19])[N:14]=2)=[C:6]2[CH2:11][CH2:10][CH2:9][C:8](=[O:12])[C:7]=12. (6) Given the reactants [CH3:1][C:2]1[C:7]2[CH2:8][CH2:9][CH2:10][CH2:11][N:12]([C:13](=[O:51])[CH2:14][N:15]3[C:21]4[CH:22]=[CH:23][CH:24]=[CH:25][C:20]=4[N:19]([C:26]4[CH:31]=[CH:30][CH:29]=[CH:28][CH:27]=4)[C:18](=[O:32])[CH:17]([CH2:33][C:34]4[C:42]5[C:37](=[CH:38][CH:39]=[CH:40][CH:41]=5)[N:36](C(OC(C)(C)C)=O)[N:35]=4)[C:16]3=[O:50])[C:6]=2[CH:5]=[C:4]([CH3:52])[CH:3]=1.FC(F)(F)C(O)=O, predict the reaction product. The product is: [CH3:1][C:2]1[C:7]2[CH2:8][CH2:9][CH2:10][CH2:11][N:12]([C:13](=[O:51])[CH2:14][N:15]3[C:21]4[CH:22]=[CH:23][CH:24]=[CH:25][C:20]=4[N:19]([C:26]4[CH:31]=[CH:30][CH:29]=[CH:28][CH:27]=4)[C:18](=[O:32])[CH:17]([CH2:33][C:34]4[C:42]5[C:37](=[CH:38][CH:39]=[CH:40][CH:41]=5)[NH:36][N:35]=4)[C:16]3=[O:50])[C:6]=2[CH:5]=[C:4]([CH3:52])[CH:3]=1. (7) Given the reactants CN(C=O)C.[C:6]([Cl:11])(=O)[C:7](Cl)=[O:8].OC1C(=O)[NH:15][S:16](=[O:25])(=[O:24])[C:17]=1[C:18]1[CH:23]=[CH:22][CH:21]=[CH:20][CH:19]=1, predict the reaction product. The product is: [Cl:11][C:6]1[C:7](=[O:8])[NH:15][S:16](=[O:24])(=[O:25])[C:17]=1[C:18]1[CH:23]=[CH:22][CH:21]=[CH:20][CH:19]=1. (8) Given the reactants [NH:1]1[CH:5]=[CH:4][N:3]=[CH:2]1.[H-].[Na+].[C:8]([C:10]1[CH:17]=[CH:16][CH:15]=[CH:14][C:11]=1[CH2:12]Br)#[N:9].O, predict the reaction product. The product is: [N:1]1([CH2:12][C:11]2[CH:14]=[CH:15][CH:16]=[CH:17][C:10]=2[C:8]#[N:9])[CH:5]=[CH:4][N:3]=[CH:2]1. (9) Given the reactants [CH2:1]([O:3][C:4](=[O:10])[C:5]([CH3:9])([CH3:8])[CH2:6][OH:7])[CH3:2].[CH3:11]I, predict the reaction product. The product is: [CH2:1]([O:3][C:4](=[O:10])[C:5]([CH3:9])([CH3:8])[CH2:6][O:7][CH3:11])[CH3:2]. (10) Given the reactants [F:1][C:2]1[C:7]([OH:8])=[CH:6][CH:5]=[CH:4][N:3]=1.CO[C@@H]1[C@@H](C(OC)=O)[C@@H:23]2[C@@H:14]([CH2:15][N:16]3[C@H:21]([CH2:22]2)C2NC4C=C(OC)C=CC=4C=2CC3)[CH2:13][C@H]1OC(C1C=C(OC)C(OC)=C(OC)C=1)=O.C(#[N:55])C, predict the reaction product. The product is: [F:1][C:2]1[C:7]([O:8][C:15]2[N:16]=[CH:21][CH:22]=[CH:23][C:14]=2[C:13]#[N:55])=[CH:6][CH:5]=[CH:4][N:3]=1.